Dataset: Peptide-MHC class I binding affinity with 185,985 pairs from IEDB/IMGT. Task: Regression. Given a peptide amino acid sequence and an MHC pseudo amino acid sequence, predict their binding affinity value. This is MHC class I binding data. (1) The peptide sequence is RAWDPQPAM. The MHC is HLA-A68:02 with pseudo-sequence HLA-A68:02. The binding affinity (normalized) is 0.0847. (2) The peptide sequence is ESTINLLPY. The MHC is HLA-B15:17 with pseudo-sequence HLA-B15:17. The binding affinity (normalized) is 0.808. (3) The peptide sequence is ADYSVLYNST. The MHC is HLA-B44:02 with pseudo-sequence HLA-B44:02. The binding affinity (normalized) is 0.299. (4) The peptide sequence is LLEKCDLQNY. The MHC is HLA-A01:01 with pseudo-sequence HLA-A01:01. The binding affinity (normalized) is 0.606. (5) The peptide sequence is YMYAVSGAL. The MHC is BoLA-D18.4 with pseudo-sequence BoLA-D18.4. The binding affinity (normalized) is 0.851.